The task is: Predict the reactants needed to synthesize the given product.. This data is from Full USPTO retrosynthesis dataset with 1.9M reactions from patents (1976-2016). Given the product [C:1]([O:5][C:6](=[O:18])[NH:7][C:8]1[CH:13]=[CH:12][C:11]([Si:29]([CH2:26][CH:27]=[CH2:28])([CH3:31])[CH3:30])=[CH:10][C:9]=1[O:15][CH2:16][CH3:17])([CH3:4])([CH3:3])[CH3:2], predict the reactants needed to synthesize it. The reactants are: [C:1]([O:5][C:6](=[O:18])[NH:7][C:8]1[CH:13]=[CH:12][C:11](Br)=[CH:10][C:9]=1[O:15][CH2:16][CH3:17])([CH3:4])([CH3:3])[CH3:2].[H-].[K+].C([Li])(C)(C)C.[CH2:26]([Si:29](Cl)([CH3:31])[CH3:30])[CH:27]=[CH2:28].C(OC(=O)NC1C=CC([Si](CC=C)(C)C)=CC=1OC)(C)(C)C.